From a dataset of Catalyst prediction with 721,799 reactions and 888 catalyst types from USPTO. Predict which catalyst facilitates the given reaction. Reactant: [Cl:1][C:2]1[CH:7]=[C:6]([Cl:8])[CH:5]=[CH:4][C:3]=1[N:9]1[C:17]2[N:16]=[C:15]([CH2:18][CH3:19])[NH:14][C:13]=2[C:12](=[O:20])[N:11]([CH3:21])[CH2:10]1.C([O-])([O-])=O.[K+].[K+].CS([CH:32]([CH2:36][CH:37]=[CH2:38])[CH2:33][CH:34]=[CH2:35])(=O)=O.CCOCC. Product: [Cl:1][C:2]1[CH:7]=[C:6]([Cl:8])[CH:5]=[CH:4][C:3]=1[N:9]1[C:17]2[N:16]=[C:15]([CH2:18][CH3:19])[N:14]([CH:32]([CH2:36][CH:37]=[CH2:38])[CH2:33][CH:34]=[CH2:35])[C:13]=2[C:12](=[O:20])[N:11]([CH3:21])[CH2:10]1. The catalyst class is: 3.